From a dataset of Forward reaction prediction with 1.9M reactions from USPTO patents (1976-2016). Predict the product of the given reaction. (1) Given the reactants Cl[C:2]1[S:3][C:4]2[CH:10]=[CH:9][CH:8]=[CH:7][C:5]=2[N:6]=1.[Cl:11][C:12]1[CH:18]=[CH:17][C:15]([NH2:16])=[CH:14][C:13]=1[O:19][CH3:20], predict the reaction product. The product is: [S:3]1[C:4]2[CH:10]=[CH:9][CH:8]=[CH:7][C:5]=2[N:6]=[C:2]1[NH:16][C:15]1[CH:17]=[CH:18][C:12]([Cl:11])=[C:13]([O:19][CH3:20])[CH:14]=1. (2) Given the reactants [NH2:1][C:2]1[CH:7]=[CH:6][CH:5]=[CH:4][C:3]=1[OH:8].[C:9]([O-:12])([O-])=O.[K+].[K+].[C:15](=O)(OC)OC, predict the reaction product. The product is: [CH3:15][N:1]1[C:2]2[CH:7]=[CH:6][CH:5]=[CH:4][C:3]=2[O:8][C:9]1=[O:12]. (3) Given the reactants [NH2:1][CH2:2][C:3]1[N:7]2[CH:8]3[CH2:19][CH:10]([C:11]4[CH:16]=[C:15]([F:17])[C:14]([Br:18])=[CH:13][C:12]=4[C:6]2=[N:5][C:4]=1[C:20]([NH2:22])=[O:21])[CH2:9]3.[CH:23]1([C:27](O)=[O:28])[CH2:26][CH2:25][CH2:24]1, predict the reaction product. The product is: [Br:18][C:14]1[C:15]([F:17])=[CH:16][C:11]2[CH:10]3[CH2:9][CH:8]([CH2:19]3)[N:7]3[C:3]([CH2:2][NH:1][C:27]([CH:23]4[CH2:26][CH2:25][CH2:24]4)=[O:28])=[C:4]([C:20]([NH2:22])=[O:21])[N:5]=[C:6]3[C:12]=2[CH:13]=1. (4) Given the reactants CN(C(ON1N=NC2C=CC=NC1=2)=[N+](C)C)C.F[P-](F)(F)(F)(F)F.[F:25][C:26]1[CH:27]=[C:28]([NH:37][C:38]([C@@H:40]2[NH:49][CH2:48][CH2:47][C:46]3[N:45]=[C:44]([O:50][CH3:51])[CH:43]=[CH:42][C:41]2=3)=[O:39])[CH:29]=[C:30]([F:36])[C:31]=1[Si:32]([CH3:35])([CH3:34])[CH3:33].[C:52]([O:56][C:57](=[O:66])[CH2:58][C@H:59]1[CH2:62][C@H:61]([C:63](O)=[O:64])[CH2:60]1)([CH3:55])([CH3:54])[CH3:53].CCN(C(C)C)C(C)C, predict the reaction product. The product is: [F:36][C:30]1[CH:29]=[C:28]([NH:37][C:38]([C@@H:40]2[N:49]([C:63]([C@H:61]3[CH2:60][C@H:59]([CH2:58][C:57]([O:56][C:52]([CH3:55])([CH3:54])[CH3:53])=[O:66])[CH2:62]3)=[O:64])[CH2:48][CH2:47][C:46]3[N:45]=[C:44]([O:50][CH3:51])[CH:43]=[CH:42][C:41]2=3)=[O:39])[CH:27]=[C:26]([F:25])[C:31]=1[Si:32]([CH3:35])([CH3:34])[CH3:33]. (5) Given the reactants [C:1]([NH:4][C:5]1[CH:6]=[C:7]2[C:12](=[CH:13][CH:14]=1)[C:11](=[O:15])[C:10](=[CH:16][N:17]([CH3:19])[CH3:18])[CH2:9][CH2:8]2)(=[O:3])[CH3:2].N1CC[CH2:23][CH2:22][CH2:21]1, predict the reaction product. The product is: [C:1]([NH:4][C:5]1[CH:6]=[C:7]2[C:12](=[CH:13][CH:14]=1)[C:11](=[O:15])[C:10](=[CH:16][N:17]1[CH2:18][CH2:23][CH2:22][CH2:21][CH2:19]1)[CH2:9][CH2:8]2)(=[O:3])[CH3:2].